Dataset: Catalyst prediction with 721,799 reactions and 888 catalyst types from USPTO. Task: Predict which catalyst facilitates the given reaction. (1) Reactant: [NH2:1][C:2]1[N:7]=[C:6]([NH:8][C@H:9]2[C@@H:13]3[O:14][C:15]([CH3:18])([CH3:17])[O:16][C@@H:12]3[C@@H:11]([CH2:19][OH:20])[CH2:10]2)[C:5]([C:21]2[S:22][C:23]3[CH:29]=[CH:28][CH:27]=[CH:26][C:24]=3[N:25]=2)=[CH:4][N:3]=1.Br[C:31]1[CH:36]=[CH:35][CH:34]=[CH:33][CH:32]=1.CC1(C)C2C(=C(P(C3C=CC=CC=3)C3C=CC=CC=3)C=CC=2)OC2C(P(C3C=CC=CC=3)C3C=CC=CC=3)=CC=CC1=2.O(C1C=CC=CC=1)[Na]. Product: [S:22]1[C:23]2[CH:29]=[CH:28][CH:27]=[CH:26][C:24]=2[N:25]=[C:21]1[C:5]1[C:6]([NH:8][C@H:9]2[C@@H:13]3[O:14][C:15]([CH3:18])([CH3:17])[O:16][C@@H:12]3[C@@H:11]([CH2:19][OH:20])[CH2:10]2)=[N:7][C:2]([NH:1][C:31]2[CH:36]=[CH:35][CH:34]=[CH:33][CH:32]=2)=[N:3][CH:4]=1. The catalyst class is: 62. (2) Reactant: I[C:2]1[S:6][CH:5]=[C:4]([C:7]([O:9][CH3:10])=[O:8])[C:3]=1[CH3:11].[H-].[Na+].[CH3:14][C:15]1([CH3:22])[C:19]([CH3:21])([CH3:20])[O:18][BH:17][O:16]1.[Br-].B([O-])[O-].B(O)O. Product: [CH3:11][C:3]1[C:4]([C:7]([O:9][CH3:10])=[O:8])=[CH:5][S:6][C:2]=1[B:17]1[O:18][C:19]([CH3:21])([CH3:20])[C:15]([CH3:22])([CH3:14])[O:16]1. The catalyst class is: 356. (3) Reactant: [CH3:1][C:2]1[CH:7]=[CH:6][C:5]([S:8](Cl)(=[O:10])=[O:9])=[CH:4][CH:3]=1.[OH:12][CH2:13][CH2:14][C@@H:15]([N:22]1[C:30](=[O:31])[C:29]2[C:24](=[CH:25][CH:26]=[CH:27][CH:28]=2)[C:23]1=[O:32])[C:16]1[CH:21]=[CH:20][CH:19]=[CH:18][CH:17]=1.N1C=CC=CC=1. Product: [CH3:1][C:2]1[CH:7]=[CH:6][C:5]([S:8]([O:12][CH2:13][CH2:14][C@@H:15]([N:22]2[C:30](=[O:31])[C:29]3[C:24](=[CH:25][CH:26]=[CH:27][CH:28]=3)[C:23]2=[O:32])[C:16]2[CH:17]=[CH:18][CH:19]=[CH:20][CH:21]=2)(=[O:10])=[O:9])=[CH:4][CH:3]=1. The catalyst class is: 4. (4) Product: [CH3:28][O:27][C:25]([CH2:24][N:12]1[C:13]2[CH:14]=[CH:15][CH:16]=[CH:17][C:18]=2[C:10]2[CH2:9][N:8]([C:1]([O:3][C:4]([CH3:7])([CH3:6])[CH3:5])=[O:2])[CH2:20][CH2:19][C:11]1=2)=[O:26]. The catalyst class is: 3. Reactant: [C:1]([N:8]1[CH2:20][CH2:19][C:11]2[NH:12][C:13]3[CH:14]=[CH:15][CH:16]=[CH:17][C:18]=3[C:10]=2[CH2:9]1)([O:3][C:4]([CH3:7])([CH3:6])[CH3:5])=[O:2].[H-].[Na+].Br[CH2:24][C:25]([O:27][CH3:28])=[O:26].